From a dataset of Catalyst prediction with 721,799 reactions and 888 catalyst types from USPTO. Predict which catalyst facilitates the given reaction. (1) Reactant: C([O:8][C:9]1[C:10]([N:29]2[S:33](=[O:35])(=[O:34])[NH:32][C:31](=[O:36])[CH2:30]2)=[C:11]([F:28])[C:12]2[C:17]([CH:18]=1)=[CH:16][C:15]([O:19]CC1C=CC=CC=1)=[C:14]([Br:27])[CH:13]=2)C1C=CC=CC=1.B(Br)(Br)Br. Product: [Br:27][C:14]1[CH:13]=[C:12]2[C:17]([CH:18]=[C:9]([OH:8])[C:10]([N:29]3[S:33](=[O:35])(=[O:34])[NH:32][C:31](=[O:36])[CH2:30]3)=[C:11]2[F:28])=[CH:16][C:15]=1[OH:19]. The catalyst class is: 2. (2) Reactant: [H-].[Na+].C(OC([N:10]1[CH2:15][CH2:14][CH:13]([CH:16]([OH:23])[C:17]2[CH:22]=[CH:21][CH:20]=[CH:19][CH:18]=2)[CH2:12][CH2:11]1)=O)(C)(C)C.C([O-])(=O)C1C=CC=CC=1.[K+].[F:34][C:35]1[CH:40]=[CH:39][CH:38]=[C:37](F)[CH:36]=1.[Na+].[Cl-]. Product: [F:34][C:35]1[CH:36]=[C:37]([CH:38]=[CH:39][CH:40]=1)[O:23][CH:16]([C:17]1[CH:18]=[CH:19][CH:20]=[CH:21][CH:22]=1)[CH:13]1[CH2:12][CH2:11][NH:10][CH2:15][CH2:14]1. The catalyst class is: 58. (3) Reactant: [CH2:1]([C:3]([O:13][CH2:14][CH2:15][CH2:16][CH2:17]/[CH:18]=[CH:19]\[CH2:20]/[CH:21]=[CH:22]\[CH2:23]/[CH:24]=[CH:25]\[CH2:26]/[CH:27]=[CH:28]\[CH2:29]/[CH:30]=[CH:31]\[CH2:32][CH3:33])([CH2:11][CH3:12])[C:4]([O:6]C(C)(C)C)=[O:5])[CH3:2]. Product: [CH2:1]([C:3]([O:13][CH2:14][CH2:15][CH2:16][CH2:17]/[CH:18]=[CH:19]\[CH2:20]/[CH:21]=[CH:22]\[CH2:23]/[CH:24]=[CH:25]\[CH2:26]/[CH:27]=[CH:28]\[CH2:29]/[CH:30]=[CH:31]\[CH2:32][CH3:33])([CH2:11][CH3:12])[C:4]([OH:6])=[O:5])[CH3:2]. The catalyst class is: 106. (4) Reactant: [OH:1][C:2]1(CO)[CH2:7][O:6][C@H:5]([C:8]2[CH:13]=[C:12]([F:14])[C:11]([F:15])=[CH:10][C:9]=2[F:16])[C@@H:4]([NH:17][C:18](=[O:24])[O:19][C:20]([CH3:23])([CH3:22])[CH3:21])[CH2:3]1.I([O-])(=O)(=O)=O.[Na+]. Product: [O:1]=[C:2]1[CH2:7][O:6][C@H:5]([C:8]2[CH:13]=[C:12]([F:14])[C:11]([F:15])=[CH:10][C:9]=2[F:16])[C@@H:4]([NH:17][C:18](=[O:24])[O:19][C:20]([CH3:22])([CH3:21])[CH3:23])[CH2:3]1. The catalyst class is: 30. (5) The catalyst class is: 141. Reactant: [CH2:1]([C:3]1[N:4]=[C:5]([OH:20])[C:6]2[N:12]=[C:11]([C:13]3[CH:18]=[CH:17][C:16]([F:19])=[CH:15][CH:14]=3)[CH:10]=[CH:9][C:7]=2[N:8]=1)[CH3:2].CC1N=[C:24]([O:39][CH2:40]COC)[C:25]2N=C(C3C=CC(F)=CC=3)C=CC=2N=1. Product: [CH2:1]([C:3]1[N:4]=[C:5]([O:20][CH2:25][CH2:24][O:39][CH3:40])[C:6]2[N:12]=[C:11]([C:13]3[CH:18]=[CH:17][C:16]([F:19])=[CH:15][CH:14]=3)[CH:10]=[CH:9][C:7]=2[N:8]=1)[CH3:2]. (6) Reactant: [N+:1]([C:4]1[CH:5]=[CH:6][C:7]([N:10]2[CH2:14][CH2:13][CH:12]([OH:15])[CH2:11]2)=[N:8][CH:9]=1)([O-:3])=[O:2].[H-].[Na+].I[CH3:19]. Product: [CH3:19][O:15][CH:12]1[CH2:13][CH2:14][N:10]([C:7]2[CH:6]=[CH:5][C:4]([N+:1]([O-:3])=[O:2])=[CH:9][N:8]=2)[CH2:11]1. The catalyst class is: 3. (7) Reactant: [C:1]1([S:11]([NH2:14])(=[O:13])=[O:12])[C:2]([S:7]([NH2:10])(=[O:9])=[O:8])=[CH:3][CH:4]=[CH:5][CH:6]=1.[Br:15][C:16]1[CH:24]=[CH:23][C:19]([C:20](O)=[O:21])=[CH:18][CH:17]=1.C(Cl)CCl. Product: [Br:15][C:16]1[CH:24]=[CH:23][C:19]([C:20]([NH:10][S:7]([C:2]2[CH:3]=[CH:4][CH:5]=[CH:6][C:1]=2[S:11](=[O:13])(=[O:12])[NH2:14])(=[O:9])=[O:8])=[O:21])=[CH:18][CH:17]=1. The catalyst class is: 792. (8) Reactant: [Br:1][C:2]1[CH:10]=[C:9]2[C:5]([CH:6]=[N:7][N:8]2[CH3:11])=[C:4]([C:12]2[NH:16][N:15]=NN=2)[CH:3]=1.[Cl:17][CH2:18][C:19](Cl)=[O:20]. Product: [Br:1][C:2]1[CH:10]=[C:9]2[C:5]([CH:6]=[N:7][N:8]2[CH3:11])=[C:4]([C:12]2[O:20][C:19]([CH2:18][Cl:17])=[N:15][N:16]=2)[CH:3]=1. The catalyst class is: 22. (9) Reactant: [Br:1][C:2]1[CH:8]=[CH:7][C:6]([F:9])=[CH:5][C:3]=1[NH2:4].Cl.[N:11]([O-])=O.[Na+].C([O-])(=O)C.[Na+].[C:20]([CH2:22][C:23]([NH2:25])=[O:24])#[N:21]. Product: [NH2:25][C:23](=[O:24])/[C:22](/[C:20]#[N:21])=[N:11]/[NH:4][C:3]1[CH:5]=[C:6]([F:9])[CH:7]=[CH:8][C:2]=1[Br:1]. The catalyst class is: 315. (10) Reactant: [F:1][C:2]1[CH:3]=[C:4]([CH:7]=[C:8]([F:11])[C:9]=1[OH:10])[CH:5]=[O:6].C(=O)([O-])[O-].[K+].[K+].[CH2:18](Cl)[C:19]1[CH:24]=[CH:23][CH:22]=[CH:21][CH:20]=1. Product: [CH2:18]([O:10][C:9]1[C:2]([F:1])=[CH:3][C:4]([CH:5]=[O:6])=[CH:7][C:8]=1[F:11])[C:19]1[CH:24]=[CH:23][CH:22]=[CH:21][CH:20]=1. The catalyst class is: 35.